From a dataset of Forward reaction prediction with 1.9M reactions from USPTO patents (1976-2016). Predict the product of the given reaction. (1) Given the reactants [Br:1][C:2]1[S:6][C:5]([C:7](=[O:9])[CH3:8])=[CH:4][CH:3]=1.[C:10](=O)([O:14]CC)[O:11][CH2:12][CH3:13].[H-].[Na+], predict the reaction product. The product is: [Br:1][C:2]1[S:6][C:5]([C:7](=[O:9])[CH2:8][C:10]([O:11][CH2:12][CH3:13])=[O:14])=[CH:4][CH:3]=1. (2) Given the reactants [F:1][C:2]1[CH:3]=[C:4]([C:8]2[CH:9]=[C:10]3[C:14](=[C:15]([C:17]([NH2:19])=[O:18])[CH:16]=2)[NH:13][N:12]=[C:11]3[CH:20]2[CH2:25][CH2:24][NH:23][CH2:22][CH2:21]2)[CH:5]=[CH:6][CH:7]=1.Cl[CH2:27][CH2:28][S:29](Cl)(=[O:31])=[O:30].C(N(CC)CC)C.C([O-])([O-])=O.[K+].[K+].[N:46]1([CH:52]2[CH2:57][CH2:56][NH:55][CH2:54][CH2:53]2)[CH2:51][CH2:50][CH2:49][CH2:48][CH2:47]1, predict the reaction product. The product is: [N:46]1([CH:52]2[CH2:57][CH2:56][N:55]([CH2:27][CH2:28][S:29]([N:23]3[CH2:24][CH2:25][CH:20]([C:11]4[C:10]5[C:14](=[C:15]([C:17]([NH2:19])=[O:18])[CH:16]=[C:8]([C:4]6[CH:5]=[CH:6][CH:7]=[C:2]([F:1])[CH:3]=6)[CH:9]=5)[NH:13][N:12]=4)[CH2:21][CH2:22]3)(=[O:31])=[O:30])[CH2:54][CH2:53]2)[CH2:51][CH2:50][CH2:49][CH2:48][CH2:47]1.